From a dataset of Forward reaction prediction with 1.9M reactions from USPTO patents (1976-2016). Predict the product of the given reaction. (1) Given the reactants [Cl:1][C:2]1[N:10](CC=C)[C:9]2[C:8](=[O:14])[NH:7][C:6](=[O:15])[N:5]([CH2:16][CH2:17][CH2:18][CH2:19][CH3:20])[C:4]=2[N:3]=1.C(=O)([O-])[O-].[Cs+].[Cs+].Br[CH2:28][CH2:29][CH2:30][CH2:31][C:32]#[N:33].N1CCOCC1, predict the reaction product. The product is: [Cl:1][C:2]1[NH:10][C:9]2[C:8](=[O:14])[N:7]([CH2:28][CH2:29][CH2:30][CH2:31][C:32]#[N:33])[C:6](=[O:15])[N:5]([CH2:16][CH2:17][CH2:18][CH2:19][CH3:20])[C:4]=2[N:3]=1. (2) Given the reactants CN1CCOCC1.[CH3:8][C:9]1[C:17]([OH:18])=[C:16]2[C:12]([CH:13]([C:19]3[CH:24]=[CH:23][C:22]([Cl:25])=[CH:21][CH:20]=3)[O:14][CH2:15]2)=[CH:11][N:10]=1.[N+:26]([O:29][CH2:30][CH2:31][CH2:32][C:33](O)=[O:34])([O-:28])=[O:27].Cl.C(N=C=NCCCN(C)C)C, predict the reaction product. The product is: [N+:26]([O:29][CH2:30][CH2:31][CH2:32][C:33]([O:18][C:17]1[C:16]2[CH2:15][O:14][C@H:13]([C:19]3[CH:24]=[CH:23][C:22]([Cl:25])=[CH:21][CH:20]=3)[C:12]=2[CH:11]=[N:10][C:9]=1[CH3:8])=[O:34])([O-:28])=[O:27].